Task: Regression. Given a peptide amino acid sequence and an MHC pseudo amino acid sequence, predict their binding affinity value. This is MHC class I binding data.. Dataset: Peptide-MHC class I binding affinity with 185,985 pairs from IEDB/IMGT The peptide sequence is TPGPGTRYPL. The MHC is HLA-A02:06 with pseudo-sequence HLA-A02:06. The binding affinity (normalized) is 0.